This data is from Reaction yield outcomes from USPTO patents with 853,638 reactions. The task is: Predict the reaction yield, written as a fraction of the theoretical maximum amount of product (1.0 means a 100% yield; for example, 0.34 means a 34% yield). (1) The reactants are C(OC(=O)[NH:10][C:11]1[CH:16]=[CH:15][C:14]([C:17]2[CH2:22][CH2:21][CH:20]([O:23][Si:24]([C:27]([CH3:30])([CH3:29])[CH3:28])([CH3:26])[CH3:25])[CH2:19][CH:18]=2)=[CH:13][CH:12]=1)C1C=CC=CC=1. The catalyst is CCOC(C)=O. The product is [C:27]([Si:24]([CH3:26])([CH3:25])[O:23][CH:20]1[CH2:19][CH2:18][CH:17]([C:14]2[CH:13]=[CH:12][C:11]([NH2:10])=[CH:16][CH:15]=2)[CH2:22][CH2:21]1)([CH3:30])([CH3:29])[CH3:28]. The yield is 0.530. (2) The yield is 0.890. The reactants are [CH3:1][C:2]1[N:3]=[C:4]([N:12]2[CH:16]=[C:15]([CH2:17][CH2:18][CH2:19][C:20]3[CH:25]=[CH:24][CH:23]=[CH:22][CH:21]=3)[N:14]=[N:13]2)[S:5][C:6]=1[C:7]([O:9]CC)=[O:8].[OH-].[Li+].Cl. The product is [CH3:1][C:2]1[N:3]=[C:4]([N:12]2[CH:16]=[C:15]([CH2:17][CH2:18][CH2:19][C:20]3[CH:21]=[CH:22][CH:23]=[CH:24][CH:25]=3)[N:14]=[N:13]2)[S:5][C:6]=1[C:7]([OH:9])=[O:8]. The catalyst is O1CCCC1.O. (3) The reactants are [CH2:1]1[CH2:6][C@H:5]([C:7]([OH:9])=[O:8])[CH2:4][CH2:3][C@H:2]1[CH2:10][NH2:11].[CH3:12][CH:13]([CH3:31])[C:14]([O:16][CH:17]([O:20][C:21](ON1C(=O)CCC1=O)=[O:22])[CH2:18][CH3:19])=[O:15]. The catalyst is CC(OC)(C)C.CC(C)=O.O. The product is [CH3:31][CH:13]([CH3:12])[C:14]([O:16][CH:17]([O:20][C:21]([NH:11][CH2:10][C@H:2]1[CH2:3][CH2:4][C@H:5]([C:7]([OH:9])=[O:8])[CH2:6][CH2:1]1)=[O:22])[CH2:18][CH3:19])=[O:15]. The yield is 0.990. (4) The reactants are [C:1]([C:3]1[CH:4]=[C:5]([C:26]2[S:27][C:28]3[N:29]=[CH:30][N:31]=[CH:32][C:33]=3[N:34]=2)[CH:6]=[CH:7][C:8]=1[O:9][C:10]1[CH:15]=[CH:14][CH:13]=[CH:12][C:11]=1[C:16]([O:18]CC1C=CC=CC=1)=[O:17])#[N:2].[OH-].[Na+].Cl. The catalyst is C1COCC1. The product is [C:1]([C:3]1[CH:4]=[C:5]([C:26]2[S:27][C:28]3[N:29]=[CH:30][N:31]=[CH:32][C:33]=3[N:34]=2)[CH:6]=[CH:7][C:8]=1[O:9][C:10]1[CH:15]=[CH:14][CH:13]=[CH:12][C:11]=1[C:16]([OH:18])=[O:17])#[N:2]. The yield is 0.140. (5) The reactants are [C:1]([O:5][C:6]([NH:8][C@@H:9]([C:11]1[CH:20]=[CH:19][C:18]2[C:13](=[CH:14][C:15](/[CH:21]=[CH:22]/[C@:23]([CH2:28][O:29][CH3:30])([CH3:27])[C:24]([OH:26])=[O:25])=[CH:16][CH:17]=2)[N:12]=1)[CH3:10])=[O:7])([CH3:4])([CH3:3])[CH3:2].[Cl:31][C:32]([Cl:56])([Cl:55])[CH2:33][O:34][C:35]([C@@H:37]1[CH2:42][CH2:41][CH2:40][N:39]([C:43](=[O:54])[C@@H:44]([NH:46][C:47](=[O:53])[C@@H:48](O)[CH:49]([CH3:51])[CH3:50])[CH3:45])[NH:38]1)=[O:36].C(N(CC)C(C)C)(C)C.CC1C=CC=C([N+]([O-])=O)C=1C(OC(=O)C1C([N+]([O-])=O)=CC=CC=1C)=O.C(=O)([O-])O.[Na+]. The catalyst is ClCCl.CN(C)C1C=CN=CC=1. The product is [Cl:55][C:32]([Cl:31])([Cl:56])[CH2:33][O:34][C:35]([C@@H:37]1[CH2:42][CH2:41][CH2:40][N:39]([C:43](=[O:54])[C@@H:44]([NH:46][C:47](=[O:53])[C@@H:48]([O:25][C:24](=[O:26])[C@@:23]([CH2:28][O:29][CH3:30])([CH3:27])/[CH:22]=[CH:21]/[C:15]2[CH:14]=[C:13]3[C:18]([CH:19]=[CH:20][C:11]([C@H:9]([NH:8][C:6]([O:5][C:1]([CH3:3])([CH3:4])[CH3:2])=[O:7])[CH3:10])=[N:12]3)=[CH:17][CH:16]=2)[CH:49]([CH3:50])[CH3:51])[CH3:45])[NH:38]1)=[O:36]. The yield is 0.780. (6) The reactants are O(P(O[C:18]1[N:19]([C:24]([O:26][C:27]([CH3:30])([CH3:29])[CH3:28])=[O:25])[CH2:20][CH2:21][O:22][CH:23]=1)(OC1C=CC=CC=1)=O)C1C=CC=CC=1.B([C:34]1[CH:42]=[CH:41][C:37]([C:38]([OH:40])=[O:39])=[CH:36][CH:35]=1)(O)O. No catalyst specified. The product is [C:27]([O:26][C:24]([N:19]1[C:18]([C:34]2[CH:42]=[CH:41][C:37]([C:38]([OH:40])=[O:39])=[CH:36][CH:35]=2)=[CH:23][O:22][CH2:21][CH2:20]1)=[O:25])([CH3:28])([CH3:29])[CH3:30]. The yield is 0.300. (7) The reactants are [CH3:1][N:2]1CCOCC1.[Cl:8][C:9]1[CH:10]=[C:11]([CH:15]=[CH:16][C:17]=1[NH:18][C:19]1[CH2:23][CH2:22][C:21](=[O:24])[C:20]=1[CH3:25])[C:12](O)=[O:13].CN.CO. The catalyst is C(Cl)Cl.CCOC(C)=O. The product is [Cl:8][C:9]1[CH:10]=[C:11]([CH:15]=[CH:16][C:17]=1[NH:18][C:19]1[CH2:23][CH2:22][C:21](=[O:24])[C:20]=1[CH3:25])[C:12]([NH:2][CH3:1])=[O:13]. The yield is 0.330.